This data is from Full USPTO retrosynthesis dataset with 1.9M reactions from patents (1976-2016). The task is: Predict the reactants needed to synthesize the given product. (1) The reactants are: [C:1]([C:3]1[CH:4]=[C:5]([C:13]2[O:17][C:16]([C:18]3[CH:23]=[CH:22][C:21]([O:24][CH2:25][CH2:26][CH2:27][N:28](C)[C:29](=O)OC(C)(C)C)=[CH:20][C:19]=3[CH2:37][CH3:38])=[N:15][N:14]=2)[CH:6]=[CH:7][C:8]=1[O:9][CH:10]([CH3:12])[CH3:11])#[N:2].C(O)(C(F)(F)F)=O.C(=O)(O)[O-].[Na+]. Given the product [CH2:37]([C:19]1[CH:20]=[C:21]([O:24][CH2:25][CH2:26][CH2:27][NH:28][CH3:29])[CH:22]=[CH:23][C:18]=1[C:16]1[O:17][C:13]([C:5]2[CH:6]=[CH:7][C:8]([O:9][CH:10]([CH3:11])[CH3:12])=[C:3]([CH:4]=2)[C:1]#[N:2])=[N:14][N:15]=1)[CH3:38], predict the reactants needed to synthesize it. (2) Given the product [C:1]([C:5]1[N:6]=[C:7]([N:16]2[CH2:20][CH2:19][C:18]([F:21])([F:22])[CH2:17]2)[C:8]2[C:9](=[N:11][N:12]([CH2:14][C:15]3[C:45]([CH3:44])=[N:46][O:47][N:48]=3)[N:13]=2)[N:10]=1)([CH3:2])([CH3:3])[CH3:4], predict the reactants needed to synthesize it. The reactants are: [C:1]([C:5]1[N:6]=[C:7]([N:16]2[CH2:20][CH2:19][C:18]([F:22])([F:21])[CH2:17]2)[C:8]2[C:9](=[N:11][N:12]([CH2:14][CH3:15])[N:13]=2)[N:10]=1)([CH3:4])([CH3:3])[CH3:2].C(C1N=C(N2CCC(F)(F)C2)C2N=NNC=2N=1)(C)(C)C.Br[CH2:44][C:45]1C(C)=[N:48][O:47][N:46]=1. (3) Given the product [C:35]([C:28]1[C:29]2[C:34](=[CH:33][CH:32]=[CH:31][CH:30]=2)[C:25]([C:2]2[C:3]([S:8][C:9]([CH3:16])([CH3:15])[C:10]([O:12][CH2:13][CH3:14])=[O:11])=[N:4][CH:5]=[CH:6][CH:7]=2)=[CH:26][CH:27]=1)#[N:36], predict the reactants needed to synthesize it. The reactants are: Br[C:2]1[C:3]([S:8][C:9]([CH3:16])([CH3:15])[C:10]([O:12][CH2:13][CH3:14])=[O:11])=[N:4][CH:5]=[CH:6][CH:7]=1.CC1(C)C(C)(C)OB([C:25]2[C:34]3[C:29](=[CH:30][CH:31]=[CH:32][CH:33]=3)[C:28]([C:35]#[N:36])=[CH:27][CH:26]=2)O1.C(=O)([O-])[O-].[Na+].[Na+]. (4) The reactants are: [CH3:1][C:2]1[CH:6]=[C:5]([CH3:7])[NH:4][C:3]=1[CH:8]=[C:9]1[C:17]2[C:12](=[CH:13][CH:14]=[CH:15][CH:16]=2)[NH:11][C:10]1=[O:18].[Cl-].[Cl:20][C:21](=[O:27])[CH2:22][N+:23]([CH3:26])([CH3:25])[CH3:24]. Given the product [Cl-:20].[CH3:1][C:2]1[CH:6]=[C:5]([CH3:7])[NH:4][C:3]=1/[CH:8]=[C:9]1\[C:10](=[O:18])[N:11]([C:21](=[O:27])[CH2:22][N+:23]([CH3:26])([CH3:25])[CH3:24])[C:12]2[C:17]\1=[CH:16][CH:15]=[CH:14][CH:13]=2, predict the reactants needed to synthesize it. (5) The reactants are: [CH3:1][S:2]([C:5]1[CH:40]=[CH:39][C:8]([CH2:9][O:10][C:11](=[O:38])[C:12]2[CH:17]=[CH:16][C:15]([CH2:18][N:19]3[CH2:23][C:22](=[O:24])[N:21](CC4C=CC(OC)=CC=4OC)[S:20]3(=[O:37])=[O:36])=[CH:14][CH:13]=2)=[CH:7][CH:6]=1)(=[O:4])=[O:3]. Given the product [CH3:1][S:2]([C:5]1[CH:6]=[CH:7][C:8]([CH2:9][O:10][C:11](=[O:38])[C:12]2[CH:13]=[CH:14][C:15]([CH2:18][N:19]3[CH2:23][C:22](=[O:24])[NH:21][S:20]3(=[O:36])=[O:37])=[CH:16][CH:17]=2)=[CH:39][CH:40]=1)(=[O:4])=[O:3], predict the reactants needed to synthesize it. (6) Given the product [CH:8]([C:1]1([C:4]([O:6][CH3:7])=[O:5])[CH2:3][CH2:2]1)=[O:9], predict the reactants needed to synthesize it. The reactants are: [C:1]1([C:8](OC)=[O:9])([C:4]([O:6][CH3:7])=[O:5])[CH2:3][CH2:2]1.CC(C[AlH]CC(C)C)C.[Cl-].[NH4+].Cl. (7) Given the product [C:36]([NH:44][C:45]1[O:46][C:47]([C:54]([NH:56][C:57]2[CH:58]=[CH:59][C:60]([N:63]3[CH2:68][CH2:67][CH:66]([C:69]([OH:71])=[O:70])[CH2:65][CH2:64]3)=[N:61][CH:62]=2)=[O:55])=[C:48]([C:50]([F:52])([F:53])[F:51])[N:49]=1)(=[O:43])[C:37]1[CH:38]=[CH:39][CH:40]=[CH:41][CH:42]=1, predict the reactants needed to synthesize it. The reactants are: FC1C=CC=CC=1NC1OC(C(NC2C=CC(N3CCC(C(O)=O)CC3)=NC=2)=O)=C(C(F)(F)F)N=1.[C:36]([NH:44][C:45]1[O:46][C:47]([C:54]([NH:56][C:57]2[CH:58]=[CH:59][C:60]([N:63]3[CH2:68][CH2:67][CH:66]([C:69]([O:71]CC)=[O:70])[CH2:65][CH2:64]3)=[N:61][CH:62]=2)=[O:55])=[C:48]([C:50]([F:53])([F:52])[F:51])[N:49]=1)(=[O:43])[C:37]1[CH:42]=[CH:41][CH:40]=[CH:39][CH:38]=1. (8) Given the product [O:8]1[C:7]2[CH:9]=[CH:10][CH:11]=[CH:12][C:6]=2[O:5][CH2:4][CH:3]1[CH2:2][N:24]1[CH2:25][CH2:26][CH2:27][CH:22]([C:17]2[CH:18]=[CH:19][CH:20]=[CH:21][C:16]=2[O:15][CH3:14])[CH2:23]1, predict the reactants needed to synthesize it. The reactants are: Br[CH2:2][CH:3]1[O:8][C:7]2[CH:9]=[CH:10][CH:11]=[CH:12][C:6]=2[O:5][CH2:4]1.Cl.[CH3:14][O:15][C:16]1[CH:21]=[CH:20][CH:19]=[CH:18][C:17]=1[CH:22]1[CH2:27][CH2:26][CH2:25][NH:24][CH2:23]1.C(N(CC)CC)C. (9) Given the product [CH3:22][O:21][C:17]1[CH:18]=[CH:19][C:20]2[N:15]([N:14]=[C:38]([C:39]3[CH:40]=[CH:41][C:42]([C:45]([F:48])([F:46])[F:47])=[CH:43][CH:44]=3)[C:37]=2[C:36]([C:49]2[N:54]=[C:53]([C:55]([O:57][CH3:58])=[O:56])[CH:52]=[CH:51][CH:50]=2)=[O:35])[CH:16]=1, predict the reactants needed to synthesize it. The reactants are: CC1C=C(C)C=C(C)C=1S([O-])(=O)=O.[NH2:14][N+:15]1[CH:20]=[CH:19][CH:18]=[C:17]([O:21][CH3:22])[CH:16]=1.C(=O)([O-])[O-].[K+].[K+].O1CCOCC1.[O:35]=[C:36]([C:49]1[N:54]=[C:53]([C:55]([O:57][CH3:58])=[O:56])[CH:52]=[CH:51][CH:50]=1)[C:37]#[C:38][C:39]1[CH:44]=[CH:43][C:42]([C:45]([F:48])([F:47])[F:46])=[CH:41][CH:40]=1. (10) Given the product [CH3:1][N:2]1[C:6]2[CH:7]=[CH:8][C:9]([N:11]3[CH:16]=[C:15]([C:17]([O:19][CH2:20][CH3:21])=[O:18])[C:14](=[O:22])[N:13]([CH2:35][C:34]4[CH:37]=[CH:38][CH:39]=[C:40]([C:41]([F:42])([F:43])[F:44])[C:33]=4[CH3:32])[C:12]3=[O:23])=[CH:10][C:5]=2[N:4]([CH3:24])[C:3]1=[O:25], predict the reactants needed to synthesize it. The reactants are: [CH3:1][N:2]1[C:6]2[CH:7]=[CH:8][C:9]([N:11]3[CH:16]=[C:15]([C:17]([O:19][CH2:20][CH3:21])=[O:18])[C:14](=[O:22])[NH:13][C:12]3=[O:23])=[CH:10][C:5]=2[N:4]([CH3:24])[C:3]1=[O:25].C(=O)([O-])[O-].[K+].[K+].[CH3:32][C:33]1[C:40]([C:41]([F:44])([F:43])[F:42])=[CH:39][CH:38]=[CH:37][C:34]=1[CH2:35]Br.[I-].[K+].